Predict the reactants needed to synthesize the given product. From a dataset of Full USPTO retrosynthesis dataset with 1.9M reactions from patents (1976-2016). (1) Given the product [CH3:6][O:7][C:8]1[CH:9]=[C:10]2[C:15](=[CH:16][C:17]=1[O:18][CH2:32][C:33]([O:35][CH2:36][CH3:37])=[O:34])[N:14]=[CH:13][CH:12]=[C:11]2[O:19][C:20]1[C:21]([CH3:30])=[N:22][C:23]2[C:28]([CH:29]=1)=[CH:27][CH:26]=[CH:25][CH:24]=2, predict the reactants needed to synthesize it. The reactants are: CN(C)C=O.[CH3:6][O:7][C:8]1[CH:9]=[C:10]2[C:15](=[CH:16][C:17]=1[OH:18])[N:14]=[CH:13][CH:12]=[C:11]2[O:19][C:20]1[C:21]([CH3:30])=[N:22][C:23]2[C:28]([CH:29]=1)=[CH:27][CH:26]=[CH:25][CH:24]=2.Br[CH2:32][C:33]([O:35][CH2:36][CH3:37])=[O:34].C(=O)([O-])[O-].[K+].[K+]. (2) The reactants are: [CH3:1][O:2][C:3]1[CH:8]=[CH:7][CH:6]=[C:5]([O:9][CH3:10])[C:4]=1[CH:11]1[NH:16][C:15](=[O:17])[CH2:14][C:13]([CH3:19])([CH3:18])[CH2:12]1.Br[CH2:21][C:22]1[CH:27]=[CH:26][C:25]([O:28][C:29]([F:32])([F:31])[F:30])=[CH:24][CH:23]=1. Given the product [CH3:1][O:2][C:3]1[CH:8]=[CH:7][CH:6]=[C:5]([O:9][CH3:10])[C:4]=1[CH:11]1[N:16]([CH2:21][C:22]2[CH:27]=[CH:26][C:25]([O:28][C:29]([F:30])([F:31])[F:32])=[CH:24][CH:23]=2)[C:15](=[O:17])[CH2:14][C:13]([CH3:19])([CH3:18])[CH2:12]1, predict the reactants needed to synthesize it. (3) Given the product [CH3:1][C:2]1[CH:11]=[C:10]([N:12]2[CH2:17][CH2:16][N:15]([C:18](=[O:23])/[CH:19]=[CH:20]/[CH2:21][CH3:22])[CH2:14][CH2:13]2)[C:9]2[C:4](=[CH:5][CH:6]=[CH:7][CH:8]=2)[N:3]=1, predict the reactants needed to synthesize it. The reactants are: [CH3:1][C:2]1[CH:11]=[C:10]([N:12]2[CH2:17][CH2:16][NH:15][CH2:14][CH2:13]2)[C:9]2[C:4](=[CH:5][CH:6]=[CH:7][CH:8]=2)[N:3]=1.[C:18](Cl)(=[O:23])/[CH:19]=[CH:20]/[CH2:21][CH3:22]. (4) Given the product [Br-:22].[C:1]12([CH2:11][NH:12][C:13]([C:14]3[C:15]([CH3:20])=[N+:16]([CH2:23][C:24]([C:26]4[CH:33]=[CH:32][CH:31]=[C:28]([C:29]#[N:30])[CH:27]=4)=[O:25])[CH:17]=[CH:18][CH:19]=3)=[O:21])[CH2:10][CH:5]3[CH2:6][CH:7]([CH2:9][CH:3]([CH2:4]3)[CH2:2]1)[CH2:8]2, predict the reactants needed to synthesize it. The reactants are: [C:1]12([CH2:11][NH:12][C:13](=[O:21])[C:14]3[CH:19]=[CH:18][CH:17]=[N:16][C:15]=3[CH3:20])[CH2:10][CH:5]3[CH2:6][CH:7]([CH2:9][CH:3]([CH2:4]3)[CH2:2]1)[CH2:8]2.[Br:22][CH2:23][C:24]([C:26]1[CH:27]=[C:28]([CH:31]=[CH:32][CH:33]=1)[C:29]#[N:30])=[O:25]. (5) The reactants are: [CH2:1]([O:3][C:4]([C:6]1[NH:7][N:8]=[C:9]([CH2:12][CH2:13][CH3:14])[C:10]=1I)=[O:5])[CH3:2].[Cu](C#N)[C:16]#[N:17]. Given the product [CH2:1]([O:3][C:4]([C:6]1[NH:7][N:8]=[C:9]([CH2:12][CH2:13][CH3:14])[C:10]=1[C:16]#[N:17])=[O:5])[CH3:2], predict the reactants needed to synthesize it.